This data is from Catalyst prediction with 721,799 reactions and 888 catalyst types from USPTO. The task is: Predict which catalyst facilitates the given reaction. (1) Reactant: [CH3:1][O:2][C:3]1[CH:4]=[CH:5][C:6]([C:14]([C:16]2[CH:25]=[CH:24][C:23]3[C:18](=[CH:19][CH:20]=[C:21]([O:26][CH3:27])[CH:22]=3)[CH:17]=2)=O)=[C:7]([O:9][N:10]=C(C)C)[CH:8]=1.Cl.CCO. Product: [CH3:1][O:2][C:3]1[CH:4]=[CH:5][C:6]2[C:14]([C:16]3[CH:25]=[CH:24][C:23]4[C:18](=[CH:19][CH:20]=[C:21]([O:26][CH3:27])[CH:22]=4)[CH:17]=3)=[N:10][O:9][C:7]=2[CH:8]=1. The catalyst class is: 6. (2) Reactant: [F:1][C:2]1[CH:8]=[CH:7][C:5]([NH2:6])=[CH:4][C:3]=1[N+:9]([O-:11])=[O:10].[Br:12][C:13]1[CH:21]=[CH:20][C:16]([C:17](Cl)=[O:18])=[CH:15][CH:14]=1.C(N(C(C)C)CC)(C)C. Product: [Br:12][C:13]1[CH:21]=[CH:20][C:16]([C:17]([NH:6][C:5]2[CH:7]=[CH:8][C:2]([F:1])=[C:3]([N+:9]([O-:11])=[O:10])[CH:4]=2)=[O:18])=[CH:15][CH:14]=1. The catalyst class is: 4. (3) Reactant: F[C:2]1[C:7]([C:8]2[N:13]=[C:12]([CH3:14])[N:11]=[C:10]([NH2:15])[N:9]=2)=[CH:6][CH:5]=[CH:4][N:3]=1.[NH2:16][C:17]1[CH:18]=[C:19]([NH:24][S:25]([CH3:28])(=[O:27])=[O:26])[C:20]([CH3:23])=[N:21][CH:22]=1.C[Si]([N-][Si](C)(C)C)(C)C.[Na+].C1COCC1. Product: [NH2:15][C:10]1[N:11]=[C:12]([CH3:14])[N:13]=[C:8]([C:7]2[C:2]([NH:16][C:17]3[CH:18]=[C:19]([NH:24][S:25]([CH3:28])(=[O:27])=[O:26])[C:20]([CH3:23])=[N:21][CH:22]=3)=[N:3][CH:4]=[CH:5][CH:6]=2)[N:9]=1. The catalyst class is: 3. (4) Reactant: [Br:1][C:2]1[C:7]([OH:8])=[CH:6][CH:5]=[CH:4][N:3]=1.Cl[CH:10]([C:17]1[CH:18]=[N:19][CH:20]=[CH:21][CH:22]=1)[C:11]1[CH:12]=[N:13][CH:14]=[CH:15][CH:16]=1.C([O-])([O-])=O.[Cs+].[Cs+].O. Product: [Br:1][C:2]1[C:7]([O:8][CH:10]([C:17]2[CH:18]=[N:19][CH:20]=[CH:21][CH:22]=2)[C:11]2[CH:12]=[N:13][CH:14]=[CH:15][CH:16]=2)=[CH:6][CH:5]=[CH:4][N:3]=1. The catalyst class is: 3.